Predict the product of the given reaction. From a dataset of Forward reaction prediction with 1.9M reactions from USPTO patents (1976-2016). (1) The product is: [C:16]1([CH2:15][O:14][C:5]2[CH:4]=[CH:3][C:2]([C:36]([F:39])([F:38])[F:37])=[CH:7][C:6]=2[CH2:8][C:9]([O:11][CH2:12][CH3:13])=[O:10])[CH:21]=[CH:20][CH:19]=[CH:18][CH:17]=1. Given the reactants Cl[C:2]1[CH:3]=[CH:4][C:5]([O:14][CH2:15][C:16]2[CH:21]=[CH:20][CH:19]=[CH:18][CH:17]=2)=[C:6]([CH2:8][C:9]([O:11][CH2:12][CH3:13])=[O:10])[CH:7]=1.C1(COC2C=CC([C:36]([F:39])([F:38])[F:37])=CC=2C(=O)C)C=CC=CC=1, predict the reaction product. (2) Given the reactants [F:1][C:2]([F:27])([C:20]1[CH:25]=[CH:24][C:23]([CH3:26])=[CH:22][N:21]=1)[CH2:3][N:4]1[CH2:9][CH2:8][CH:7]([NH:10][C:11]2[C:12]3[CH:19]=[CH:18][NH:17][C:13]=3[N:14]=[CH:15][N:16]=2)[CH2:6][CH2:5]1.[ClH:28].CCOCC, predict the reaction product. The product is: [ClH:28].[F:27][C:2]([F:1])([C:20]1[CH:25]=[CH:24][C:23]([CH3:26])=[CH:22][N:21]=1)[CH2:3][N:4]1[CH2:9][CH2:8][CH:7]([NH:10][C:11]2[C:12]3[CH:19]=[CH:18][NH:17][C:13]=3[N:14]=[CH:15][N:16]=2)[CH2:6][CH2:5]1. (3) The product is: [NH2:11][C:8]1[CH:9]=[C:10]2[C:5]([C:4]([CH3:15])([CH3:14])[C:3](=[O:16])[N:2]2[CH3:1])=[CH:6][CH:7]=1. Given the reactants [CH3:1][N:2]1[C:10]2[C:5](=[CH:6][CH:7]=[C:8]([N+:11]([O-])=O)[CH:9]=2)[C:4]([CH3:15])([CH3:14])[C:3]1=[O:16].[H][H], predict the reaction product.